From a dataset of Full USPTO retrosynthesis dataset with 1.9M reactions from patents (1976-2016). Predict the reactants needed to synthesize the given product. Given the product [Br:9][C:10]1[CH:11]=[CH:12][C:13]([C:16]2[S:8][C:3]3[CH:4]=[CH:5][CH:6]=[CH:7][C:2]=3[N:1]=2)=[N:14][CH:15]=1, predict the reactants needed to synthesize it. The reactants are: [NH2:1][C:2]1[CH:7]=[CH:6][CH:5]=[CH:4][C:3]=1[SH:8].[Br:9][C:10]1[CH:11]=[CH:12][C:13]([CH:16]=O)=[N:14][CH:15]=1.